This data is from Reaction yield outcomes from USPTO patents with 853,638 reactions. The task is: Predict the reaction yield, written as a fraction of the theoretical maximum amount of product (1.0 means a 100% yield; for example, 0.34 means a 34% yield). (1) The reactants are O1CCCCC1[N:7]1[C:15]2[C:10](=[CH:11][C:12]([C:16]3[N:20]=[CH:19][N:18](C(C4C=CC=CC=4)(C4C=CC=CC=4)C4C=CC=CC=4)[N:17]=3)=[CH:13][CH:14]=2)[C:9]([C:40]2[CH:41]=[C:42]([C:46]([N:48]3[CH2:56][C:55]4[C:50](=[CH:51][CH:52]=[CH:53][CH:54]=4)C3)=O)[CH:43]=[CH:44][CH:45]=2)=[N:8]1.Cl.[C:58](=[O:61])(O)[O-].[Na+]. The catalyst is O1CCOCC1. The product is [NH:17]1[C:16]([C:12]2[CH:11]=[C:10]3[C:15](=[CH:14][CH:13]=2)[NH:7][N:8]=[C:9]3[C:40]2[CH:41]=[C:42]([CH:46]3[C:50]4[C:55](=[CH:54][CH:53]=[CH:52][CH:51]=4)[CH2:56][N:48]3[C:58]([N:48]3[CH2:56][C:55]4[C:54](=[CH:53][CH:52]=[CH:51][CH:50]=4)[CH:46]3[C:42]3[CH:43]=[CH:44][CH:45]=[C:40]([C:9]4[C:10]5[C:15](=[CH:14][CH:13]=[C:12]([C:16]6[NH:17][N:18]=[CH:19][N:20]=6)[CH:11]=5)[NH:7][N:8]=4)[CH:41]=3)=[O:61])[CH:43]=[CH:44][CH:45]=2)=[N:20][CH:19]=[N:18]1. The yield is 0.340. (2) The reactants are [F:1][C:2]1[CH:3]=[C:4]([N:9]2[C:13]([CH3:15])([CH3:14])[C:12](=[O:16])[N:11]([C:17]3[CH:24]=[CH:23][C:20]([C:21]#[N:22])=[C:19]([C:25]([F:28])([F:27])[F:26])[CH:18]=3)[C:10]2=[S:29])[CH:5]=[CH:6][C:7]=1[OH:8].[CH3:30][S:31]([CH2:34][CH2:35][CH2:36]OS(C1C=CC(C)=CC=1)(=O)=O)(=[O:33])=[O:32].C(=O)([O-])[O-].[Cs+].[Cs+].CN(C)C(=O)C. The catalyst is O. The product is [F:1][C:2]1[CH:3]=[C:4]([N:9]2[C:13]([CH3:14])([CH3:15])[C:12](=[O:16])[N:11]([C:17]3[CH:24]=[CH:23][C:20]([C:21]#[N:22])=[C:19]([C:25]([F:26])([F:27])[F:28])[CH:18]=3)[C:10]2=[S:29])[CH:5]=[CH:6][C:7]=1[O:8][CH2:36][CH2:35][CH2:34][S:31]([CH3:30])(=[O:33])=[O:32]. The yield is 0.638. (3) The catalyst is CN(C=O)C. The product is [O:13]=[C:9]1[C:10]2[C:5](=[CH:4][C:3]([CH:1]=[CH2:2])=[CH:12][CH:11]=2)[CH:6]=[N:7][N:8]1[CH2:21][C:22]([O:24][CH2:25][CH3:26])=[O:23]. The reactants are [CH:1]([C:3]1[CH:4]=[C:5]2[C:10](=[CH:11][CH:12]=1)[C:9](=[O:13])[NH:8][N:7]=[CH:6]2)=[CH2:2].C([O-])([O-])=O.[Cs+].[Cs+].Br[CH2:21][C:22]([O:24][CH2:25][CH3:26])=[O:23]. The yield is 0.450. (4) The reactants are [CH3:1][C:2]1[S:6][C:5]([C:7]([O:9]C)=[O:8])=[CH:4][C:3]=1[C:11]1[N:15]([CH3:16])[N:14]=[CH:13][CH:12]=1.[Br:17]N1C(=O)CCC1=O.[OH-].[Na+]. The catalyst is O1CCCC1. The product is [Br:17][C:12]1[CH:13]=[N:14][N:15]([CH3:16])[C:11]=1[C:3]1[CH:4]=[C:5]([C:7]([OH:9])=[O:8])[S:6][C:2]=1[CH3:1]. The yield is 0.910. (5) The reactants are [C:1](SC)(=O)[S:2]C.[C:7]([OH:13])(=[O:12])/[CH:8]=[CH:9]/[CH2:10][CH3:11].[OH-].[K+]. No catalyst specified. The product is [CH3:1][S:2][CH:9]([CH2:10][CH3:11])[CH2:8][C:7]([OH:13])=[O:12]. The yield is 0.910.